Dataset: Catalyst prediction with 721,799 reactions and 888 catalyst types from USPTO. Task: Predict which catalyst facilitates the given reaction. (1) Product: [C:27]([O:26][C:24]([N:21]1[CH2:22][CH2:23][CH:18]([N:2]2[CH:3]=[C:4]([C:6]([OH:8])=[O:7])[CH:5]=[N:1]2)[CH2:19][CH2:20]1)=[O:25])([CH3:30])([CH3:28])[CH3:29]. Reactant: [NH:1]1[CH:5]=[C:4]([C:6]([O:8]CC)=[O:7])[CH:3]=[N:2]1.[H-].[Na+].CS(O[CH:18]1[CH2:23][CH2:22][N:21]([C:24]([O:26][C:27]([CH3:30])([CH3:29])[CH3:28])=[O:25])[CH2:20][CH2:19]1)(=O)=O.[OH-].[K+]. The catalyst class is: 18. (2) Reactant: [O:1]=[C:2]([N:12]1[CH2:17][CH2:16][N:15]([C:18]2[CH:23]=[CH:22][C:21]([C:24]3[N:29]=[CH:28][CH:27]=[CH:26][N:25]=3)=[CH:20][CH:19]=2)[CH2:14][CH2:13]1)[CH2:3][N:4]1[CH2:8][CH2:7][CH:6]([C:9](O)=[O:10])[CH2:5]1.CN(C(O[N:38]1[N:46]=[N:45][C:40]2[CH:41]=[CH:42][CH:43]=[N:44][C:39]1=2)=[N+](C)C)C.F[P-](F)(F)(F)(F)F. Product: [NH:4]1[CH:5]=[C:39]([C:40]2[C:41]3[C:7](=[CH:6][CH:9]=[C:43]([NH:44][C:9]([CH:6]4[CH2:7][CH2:8][N:4]([CH2:3][C:2](=[O:1])[N:12]5[CH2:17][CH2:16][N:15]([C:18]6[CH:19]=[CH:20][C:21]([C:24]7[N:25]=[CH:26][CH:27]=[CH:28][N:29]=7)=[CH:22][CH:23]=6)[CH2:14][CH2:13]5)[CH2:5]4)=[O:10])[CH:42]=3)[NH:46][N:45]=2)[N:38]=[CH:3]1. The catalyst class is: 59. (3) Reactant: [CH3:1][O:2][CH:3]([O:10]C)[CH:4]([CH3:9])[C:5](OC)=O.[Br:12][C:13]1[CH:18]=[CH:17][C:16]([N+:19]([O-:21])=[O:20])=[CH:15][C:14]=1[NH2:22].CC1C=CC(S(O)(=O)=O)=CC=1. Product: [Br:12][C:13]1[CH:18]=[CH:17][C:16]([N+:19]([O-:21])=[O:20])=[CH:15][C:14]=1[NH:22][CH:5]=[C:4]([CH3:9])[C:3]([O:2][CH3:1])=[O:10]. The catalyst class is: 48. (4) Reactant: [CH3:1][S:2](Cl)(=[O:4])=[O:3].ClCCl.[OH:9][CH2:10][CH:11]([CH3:26])[CH2:12][CH2:13][O:14][C:15]1[CH:24]=[C:23]2[C:18]([CH2:19][CH2:20][C:21](=[O:25])[NH:22]2)=[CH:17][CH:16]=1.C(N(CC)CC)C. Product: [CH3:26][CH:11]([CH2:12][CH2:13][O:14][C:15]1[CH:24]=[C:23]2[C:18]([CH2:19][CH2:20][C:21](=[O:25])[NH:22]2)=[CH:17][CH:16]=1)[CH2:10][O:9][S:2]([CH3:1])(=[O:4])=[O:3]. The catalyst class is: 6. (5) The catalyst class is: 16. Reactant: [H-].[Na+].[C:3]([O:10][CH3:11])(=[O:9])[CH2:4][C:5]([O:7][CH3:8])=[O:6].[Br:12][C:13]1[CH:18]=[CH:17][C:16](F)=[C:15]([N+:20]([O-:22])=[O:21])[CH:14]=1. Product: [CH3:8][O:7][C:5](=[O:6])[CH:4]([C:16]1[CH:17]=[CH:18][C:13]([Br:12])=[CH:14][C:15]=1[N+:20]([O-:22])=[O:21])[C:3]([O:10][CH3:11])=[O:9].